Dataset: Orexin1 receptor HTS with 218,158 compounds and 233 confirmed actives. Task: Binary Classification. Given a drug SMILES string, predict its activity (active/inactive) in a high-throughput screening assay against a specified biological target. (1) The molecule is O=C(NCCC1C2CC(C1)C=C2)CCc1oc(nn1)CCc1c(OC)cccc1. The result is 0 (inactive). (2) The compound is O=C(NCCc1ccc(OC)cc1)/C(=C1/N=C(NC(=O)c2occc2)c2c1cccc2)C#N. The result is 0 (inactive). (3) The result is 0 (inactive). The drug is Clc1c(cc(NN)cc1)C(O)=O. (4) The molecule is O1CCN(CCN2C(\C(C(=O)C2=O)=C(\O)c2c(n(nc2)c2ccccc2)C)c2ncccc2)CC1. The result is 0 (inactive). (5) The molecule is Clc1ccc(N2N=C(CC2=O)C(OCC)=O)cc1. The result is 0 (inactive). (6) The drug is o1c(/C=C2\C(=C(NC2=O)C)C(OC)=O)ccc1. The result is 0 (inactive). (7) The compound is s1c2c(CCC2)c(c1N\C=C1\C(=O)C=C(C=C1)C)C(OCC)=O. The result is 0 (inactive). (8) The drug is FC(F)(F)c1c(NCCNC(=O)c2ccc(cc2)C)ccc([N+]([O-])=O)c1. The result is 0 (inactive).